This data is from Reaction yield outcomes from USPTO patents with 853,638 reactions. The task is: Predict the reaction yield, written as a fraction of the theoretical maximum amount of product (1.0 means a 100% yield; for example, 0.34 means a 34% yield). (1) The reactants are [Na+].[I-:2].ClN1C(=O)CCC1=O.[CH2:11]([O:13][C:14]([C:16]1[NH:17][C:18]2[C:23]([CH:24]=1)=[CH:22][C:21]([C:25]1[CH:30]=[CH:29][C:28]([C:31]([F:34])([F:33])[F:32])=[CH:27][CH:26]=1)=[CH:20][CH:19]=2)=[O:15])[CH3:12].FC(F)(F)C1C=CC(B(O)O)=CC=1.[O-]S([O-])(=S)=O.[Na+].[Na+]. The catalyst is CC(C)=O. The product is [I:2][C:24]1[C:23]2[C:18](=[CH:19][CH:20]=[C:21]([C:25]3[CH:30]=[CH:29][C:28]([C:31]([F:34])([F:32])[F:33])=[CH:27][CH:26]=3)[CH:22]=2)[NH:17][C:16]=1[C:14]([O:13][CH2:11][CH3:12])=[O:15]. The yield is 0.940. (2) The yield is 1.00. The product is [C:1]([O:5][C:6]([NH:8][CH2:9][CH2:10][CH2:11][N:12]([CH3:47])[CH2:13][CH2:14][CH2:15][NH:16][C:17]1[C:29]2[C:28]3[C:23](=[CH:24][C:25]([C:30]([O:32][CH3:33])=[O:31])=[CH:26][CH:27]=3)[NH:22][C:21]=2[N:20]=[C:19]([CH2:34][C:35]2[CH:40]=[CH:39][CH:38]=[C:37]([C:41](=[N:49][OH:50])[C:42]([F:43])([F:44])[F:45])[CH:36]=2)[N:18]=1)=[O:7])([CH3:2])([CH3:4])[CH3:3]. The reactants are [C:1]([O:5][C:6]([NH:8][CH2:9][CH2:10][CH2:11][N:12]([CH3:47])[CH2:13][CH2:14][CH2:15][NH:16][C:17]1[C:29]2[C:28]3[C:23](=[CH:24][C:25]([C:30]([O:32][CH3:33])=[O:31])=[CH:26][CH:27]=3)[NH:22][C:21]=2[N:20]=[C:19]([CH2:34][C:35]2[CH:40]=[CH:39][CH:38]=[C:37]([C:41](=O)[C:42]([F:45])([F:44])[F:43])[CH:36]=2)[N:18]=1)=[O:7])([CH3:4])([CH3:3])[CH3:2].Cl.[NH2:49][OH:50].N1C=CC=CC=1. The catalyst is CO. (3) The reactants are [OH:1][CH:2]([C:6]1[CH:11]=[CH:10][C:9]([C:12]2[N:16]=[C:15]([C:17]3[O:21][N:20]=[C:19]([C:22]4[CH:27]=[CH:26][CH:25]=[CH:24][CH:23]=4)[C:18]=3[C:28]([F:31])([F:30])[F:29])[O:14][N:13]=2)=[CH:8][CH:7]=1)[C:3]([OH:5])=O.[NH2:32][CH2:33][CH:34]([OH:37])[CH2:35][OH:36].CN1CCOCC1.CN(C(ON1N=NC2C=CC=NC1=2)=[N+](C)C)C.F[P-](F)(F)(F)(F)F. The catalyst is CN(C=O)C. The product is [OH:37][CH:34]([CH2:35][OH:36])[CH2:33][NH:32][C:3](=[O:5])[CH:2]([OH:1])[C:6]1[CH:11]=[CH:10][C:9]([C:12]2[N:16]=[C:15]([C:17]3[O:21][N:20]=[C:19]([C:22]4[CH:23]=[CH:24][CH:25]=[CH:26][CH:27]=4)[C:18]=3[C:28]([F:30])([F:29])[F:31])[O:14][N:13]=2)=[CH:8][CH:7]=1. The yield is 0.321. (4) The reactants are [CH3:1][S:2][CH2:3][CH2:4][CH2:5][OH:6].C(N(CC)CC)C.CN(C)CCCCCCN(C)C.[C:26]1([CH3:36])[CH:31]=[CH:30][C:29]([S:32](Cl)(=[O:34])=[O:33])=[CH:28][CH:27]=1. The catalyst is C1(C)C=CC=CC=1.O. The product is [CH3:36][C:26]1[CH:31]=[CH:30][C:29]([S:32]([O:6][CH2:5][CH2:4][CH2:3][S:2][CH3:1])(=[O:34])=[O:33])=[CH:28][CH:27]=1. The yield is 0.940. (5) The reactants are [C:1]([C:3]1[CH:4]=[C:5]([C:9]2[CH:14]=[C:13]([N+:15]([O-:17])=[O:16])[CH:12]=[CH:11][C:10]=2[O:18][CH3:19])[CH:6]=[CH:7][CH:8]=1)#[N:2].[ClH:20].CO. The catalyst is O1CCCC1. The product is [ClH:20].[NH2:2][CH2:1][C:3]1[CH:4]=[C:5]([C:9]2[CH:14]=[C:13]([N+:15]([O-:17])=[O:16])[CH:12]=[CH:11][C:10]=2[O:18][CH3:19])[CH:6]=[CH:7][CH:8]=1. The yield is 0.550. (6) The reactants are Br[C:2]1[CH:3]=[C:4]([CH2:14][C:15]([O:17][CH2:18][CH3:19])=[O:16])[CH:5]=[C:6]([Cl:13])[C:7]=1[O:8][CH2:9][CH:10]1[CH2:12][CH2:11]1.[F:20][C:21]([F:32])([F:31])[C:22]1[CH:27]=[CH:26][C:25](B(O)O)=[CH:24][CH:23]=1.C(=O)([O-])[O-].[Cs+].[Cs+]. The catalyst is CN(C=O)C.O.C1(P(C2C=CC=CC=2)C2C=CC=CC=2)C=CC=CC=1.C1(P(C2C=CC=CC=2)C2C=CC=CC=2)C=CC=CC=1.C1(P(C2C=CC=CC=2)C2C=CC=CC=2)C=CC=CC=1.C1(P(C2C=CC=CC=2)C2C=CC=CC=2)C=CC=CC=1.[Pd]. The product is [Cl:13][C:6]1[CH:5]=[C:4]([CH2:14][C:15]([O:17][CH2:18][CH3:19])=[O:16])[CH:3]=[C:2]([C:25]2[CH:26]=[CH:27][C:22]([C:21]([F:32])([F:31])[F:20])=[CH:23][CH:24]=2)[C:7]=1[O:8][CH2:9][CH:10]1[CH2:12][CH2:11]1. The yield is 0.570.